Dataset: Peptide-MHC class I binding affinity with 185,985 pairs from IEDB/IMGT. Task: Regression. Given a peptide amino acid sequence and an MHC pseudo amino acid sequence, predict their binding affinity value. This is MHC class I binding data. (1) The peptide sequence is GLLRVISGV. The MHC is HLA-A68:02 with pseudo-sequence HLA-A68:02. The binding affinity (normalized) is 0.160. (2) The peptide sequence is VLSFCAFAV. The MHC is HLA-A02:06 with pseudo-sequence HLA-A02:06. The binding affinity (normalized) is 0.727.